This data is from Catalyst prediction with 721,799 reactions and 888 catalyst types from USPTO. The task is: Predict which catalyst facilitates the given reaction. (1) Reactant: [O:1]=[C:2]1[CH2:7][N:6]([S:8]([C:11]2[S:12][CH:13]=[CH:14][CH:15]=2)(=[O:10])=[O:9])[CH2:5][CH2:4][N:3]1[C:16]([O:18][C:19]([CH3:22])([CH3:21])[CH3:20])=[O:17].[C:23]([Mg]Br)#[C:24][CH3:25]. Product: [O:1]=[C:2]([C:23]#[C:24][CH3:25])[CH2:7][N:6]([S:8]([C:11]1[S:12][CH:13]=[CH:14][CH:15]=1)(=[O:10])=[O:9])[CH2:5][CH2:4][NH:3][C:16](=[O:17])[O:18][C:19]([CH3:22])([CH3:21])[CH3:20]. The catalyst class is: 1. (2) Reactant: [F:1][C:2]1[CH:3]=[CH:4][C:5]([C:8]#[N:9])=[N:6][CH:7]=1.C1C=C(Cl)C=C(C(OO)=[O:18])C=1.S([O-])([O-])=O.[Na+].[Na+]. Product: [C:8]([C:5]1[CH:4]=[CH:3][C:2]([F:1])=[CH:7][N+:6]=1[O-:18])#[N:9]. The catalyst class is: 373. (3) Reactant: [F:1][C:2]([F:36])([F:35])[C:3]1[CH:4]=[C:5]([C@H:13]([O:15][C@H:16]2[CH2:25][CH2:24][C:23]3[N:22]=[C:21]([CH2:26][NH2:27])[CH:20]=[CH:19][C:18]=3[C@@H:17]2[C:28]2[CH:33]=[CH:32][C:31]([F:34])=[CH:30][CH:29]=2)[CH3:14])[CH:6]=[C:7]([C:9]([F:12])([F:11])[F:10])[CH:8]=1.[C:37](O[C:37]([O:39][C:40]([CH3:43])([CH3:42])[CH3:41])=[O:38])([O:39][C:40]([CH3:43])([CH3:42])[CH3:41])=[O:38]. Product: [F:36][C:2]([F:1])([F:35])[C:3]1[CH:4]=[C:5]([C@H:13]([O:15][C@H:16]2[CH2:25][CH2:24][C:23]3[N:22]=[C:21]([CH2:26][NH:27][C:37](=[O:38])[O:39][C:40]([CH3:43])([CH3:42])[CH3:41])[CH:20]=[CH:19][C:18]=3[C@@H:17]2[C:28]2[CH:29]=[CH:30][C:31]([F:34])=[CH:32][CH:33]=2)[CH3:14])[CH:6]=[C:7]([C:9]([F:10])([F:11])[F:12])[CH:8]=1. The catalyst class is: 2. (4) Reactant: Cl[C:2]1C=C(C=C[CH:11]=1)C(OO)=[O:6].[CH2:12]([S:14][C:15]1[C:16]([C:20]2[N:32]([CH3:33])[C:23]3=[N:24][CH:25]=[C:26]([C:28]([F:31])([F:30])[F:29])[CH:27]=[C:22]3[N:21]=2)=[CH:17][S:18][CH:19]=1)[CH3:13].C(=O)(O)[O-].[Na+].[S:39]([O-:43])([O-])(=[O:41])=S.[Na+].[Na+]. Product: [CH2:12]([S:14]([C:15]1[C:16]([C:20]2[N:32]([CH3:33])[C:23]3=[N:24][CH:25]=[C:26]([C:28]([F:31])([F:29])[F:30])[CH:27]=[C:22]3[N:21]=2)=[CH:17][S:18][CH:19]=1)=[O:6])[CH3:13].[CH2:2]([S:39]([C:15]1[C:16]([C:20]2[N:32]([CH3:33])[C:23]3=[N:24][CH:25]=[C:26]([C:28]([F:31])([F:29])[F:30])[CH:27]=[C:22]3[N:21]=2)=[CH:17][S:18][CH:19]=1)(=[O:43])=[O:41])[CH3:11]. The catalyst class is: 22.